The task is: Predict the reactants needed to synthesize the given product.. This data is from Full USPTO retrosynthesis dataset with 1.9M reactions from patents (1976-2016). (1) Given the product [Cl:1][C:2]1[CH:3]=[C:4]([Cl:11])[N:5]=[C:6]([CH3:10])[C:7]=1[C:8]1[S:21][C:16]2[CH:17]=[CH:18][CH:19]=[CH:20][C:15]=2[N:14]=1, predict the reactants needed to synthesize it. The reactants are: [Cl:1][C:2]1[C:7]([CH:8]=O)=[C:6]([CH3:10])[N:5]=[C:4]([Cl:11])[CH:3]=1.II.[NH2:14][C:15]1[CH:20]=[CH:19][CH:18]=[CH:17][C:16]=1[SH:21]. (2) Given the product [F:1][C:2]1[CH:3]=[C:4]([C:9]2[C:13]3[CH2:14][CH2:26][O:25][CH2:17][C:12]=3[NH:11][N:10]=2)[CH:5]=[CH:6][C:7]=1[F:8], predict the reactants needed to synthesize it. The reactants are: [F:1][C:2]1[CH:3]=[C:4]([C:9]2[C:13]3[CH2:14]N(C(OC(C)(C)C)=O)C[CH2:17][C:12]=3[NH:11][N:10]=2)[CH:5]=[CH:6][C:7]=1[F:8].[O:25]1CCCC(=O)[CH2:26]1. (3) Given the product [C:11]([O:10][C:8]([NH:7][C@H:6]([CH2:5][CH2:4][CH2:3][C:2]([C:22]1[CH:23]=[CH:24][C:19]([Cl:18])=[CH:20][CH:21]=1)=[O:1])[C:15]([O:17][CH3:27])=[O:16])=[O:9])([CH3:14])([CH3:13])[CH3:12], predict the reactants needed to synthesize it. The reactants are: [O:1]=[C:2]1[N:7]([C:8]([O:10][C:11]([CH3:14])([CH3:13])[CH3:12])=[O:9])[C@@H:6]([C:15]([O-:17])=[O:16])[CH2:5][CH2:4][CH2:3]1.[Cl:18][C:19]1[CH:24]=[CH:23][C:22]([Mg]Br)=[CH:21][CH:20]=1.[CH2:27]1COCC1. (4) Given the product [Cl:23][C:19]1[CH:18]=[C:17]([C:4]2[NH:5][CH:6]=[C:2]([C:41]3[CH2:42][CH2:43][N:44]4[C@H:39]([CH:40]=3)[CH2:38][C@@H:37]([C:34]3[CH:35]=[CH:36][C:31]([CH3:30])=[CH:32][CH:33]=3)[CH2:45]4)[C:3]=2[C:24]2[CH:29]=[CH:28][N:27]=[CH:26][CH:25]=2)[CH:22]=[CH:21][CH:20]=1, predict the reactants needed to synthesize it. The reactants are: Br[C:2]1[C:3]([C:24]2[CH:29]=[CH:28][N:27]=[CH:26][CH:25]=2)=[C:4]([C:17]2[CH:22]=[CH:21][CH:20]=[C:19]([Cl:23])[CH:18]=2)[N:5]([Si](C(C)C)(C(C)C)C(C)C)[CH:6]=1.[CH3:30][C:31]1[CH:36]=[CH:35][C:34]([C@H:37]2[CH2:45][N:44]3[C@H:39]([CH2:40][C:41](=O)[CH2:42][CH2:43]3)[CH2:38]2)=[CH:33][CH:32]=1.C(OCC)(=O)C.C(N)(C)C. (5) Given the product [CH3:16][C:7]1([CH3:17])[C@H:6](/[CH:5]=[C:4](\[CH3:18])/[CH:3]=[N:2][O:1][CH2:22][C:21]#[CH:20])[C@H:8]1[C:9]([O:11][C:12]([CH3:15])([CH3:14])[CH3:13])=[O:10], predict the reactants needed to synthesize it. The reactants are: [OH:1][N:2]=[CH:3]/[C:4](/[CH3:18])=[CH:5]/[C@@H:6]1[C@@H:8]([C:9]([O:11][C:12]([CH3:15])([CH3:14])[CH3:13])=[O:10])[C:7]1([CH3:17])[CH3:16].Cl[CH2:20][C:21]#[CH:22].[H-].[Na+].Cl. (6) Given the product [Br:1][C:2]1[CH:7]=[CH:6][C:5]([Cl:8])=[CH:4][C:3]=1[C:9]1[CH:14]=[CH:13][N:12]([CH:15]([CH2:29][C:30]2[CH:31]=[N:32][CH:33]=[CH:34][CH:35]=2)[C:16]([NH:18][C:19]2[CH:28]=[CH:27][C:22]([C:23]([OH:25])=[O:24])=[CH:21][CH:20]=2)=[O:17])[C:11](=[O:36])[CH:10]=1, predict the reactants needed to synthesize it. The reactants are: [Br:1][C:2]1[CH:7]=[CH:6][C:5]([Cl:8])=[CH:4][C:3]=1[C:9]1[CH:14]=[CH:13][N:12]([CH:15]([CH2:29][C:30]2[CH:31]=[N:32][CH:33]=[CH:34][CH:35]=2)[C:16]([NH:18][C:19]2[CH:28]=[CH:27][C:22]([C:23]([O:25]C)=[O:24])=[CH:21][CH:20]=2)=[O:17])[C:11](=[O:36])[CH:10]=1.[OH-].[Li+]. (7) Given the product [N:1]1([C:11](=[O:12])[CH2:10][C:8](=[CH2:9])[C:7]([OH:14])=[O:13])[CH2:6][CH2:5][O:4][CH2:3][CH2:2]1, predict the reactants needed to synthesize it. The reactants are: [NH:1]1[CH2:6][CH2:5][O:4][CH2:3][CH2:2]1.[C:7]1(=[O:14])[O:13][C:11](=[O:12])[CH2:10][C:8]1=[CH2:9]. (8) The reactants are: C(NC(C1SC(NC(N(CC(OC)OC)CC2C=CC(F)=CC=2)=O)=NC=1C)=O)C1C=CC=CC=1.C[O:36][CH:37](OC)[CH2:38][N:39]([CH2:59][C:60]1[CH:65]=[CH:64][C:63]([F:66])=[CH:62][CH:61]=1)[C:40](=[O:58])[NH:41][C:42]1[S:43][C:44]([C:48]([NH:50][CH2:51][C:52]2[CH:53]=[N:54][CH:55]=[CH:56][CH:57]=2)=[O:49])=[C:45]([CH3:47])[N:46]=1. Given the product [F:66][C:63]1[CH:64]=[CH:65][C:60]([CH2:59][N:39]2[CH2:38][CH:37]([OH:36])[N:41]([C:42]3[S:43][C:44]([C:48]([NH:50][CH2:51][C:52]4[CH:53]=[N:54][CH:55]=[CH:56][CH:57]=4)=[O:49])=[C:45]([CH3:47])[N:46]=3)[C:40]2=[O:58])=[CH:61][CH:62]=1, predict the reactants needed to synthesize it. (9) Given the product [NH2:24][C:11]1[C:12]([N:14]2[CH:18]=[CH:17][N:16]=[C:15]2[CH:19]2[CH2:23][CH2:22][O:21][CH2:20]2)=[CH:13][C:4]([CH2:3][O:2][CH3:1])=[C:5]([CH:10]=1)[C:6]([O:8][CH3:9])=[O:7], predict the reactants needed to synthesize it. The reactants are: [CH3:1][O:2][CH2:3][C:4]1[CH:13]=[C:12]([N:14]2[CH:18]=[CH:17][N:16]=[C:15]2[CH:19]2[CH2:23][CH2:22][O:21][CH2:20]2)[C:11]([N+:24]([O-])=O)=[CH:10][C:5]=1[C:6]([O:8][CH3:9])=[O:7].[Cl-].[NH4+].O1CCCC1.CO. (10) Given the product [CH3:44][S:45]([O:1][CH2:2][C:3]1([CH2:23][N:24]2[C:28]3[CH:29]=[C:30]([C:33]#[N:34])[CH:31]=[CH:32][C:27]=3[N:26]=[CH:25]2)[CH2:22][CH2:21][CH2:20][C:5]2([O:9][C:8](=[O:10])[N:7]([CH2:11][C:12]3[CH:17]=[CH:16][C:15]([O:18][CH3:19])=[CH:14][CH:13]=3)[CH2:6]2)[CH2:4]1)(=[O:47])=[O:46], predict the reactants needed to synthesize it. The reactants are: [OH:1][CH2:2][C:3]1([CH2:23][N:24]2[C:28]3[CH:29]=[C:30]([C:33]#[N:34])[CH:31]=[CH:32][C:27]=3[N:26]=[CH:25]2)[CH2:22][CH2:21][CH2:20][C:5]2([O:9][C:8](=[O:10])[N:7]([CH2:11][C:12]3[CH:17]=[CH:16][C:15]([O:18][CH3:19])=[CH:14][CH:13]=3)[CH2:6]2)[CH2:4]1.CCN(C(C)C)C(C)C.[CH3:44][S:45](Cl)(=[O:47])=[O:46].